Dataset: Reaction yield outcomes from USPTO patents with 853,638 reactions. Task: Predict the reaction yield, written as a fraction of the theoretical maximum amount of product (1.0 means a 100% yield; for example, 0.34 means a 34% yield). (1) The catalyst is C(Cl)(Cl)(Cl)Cl.C(OOC(=O)C1C=CC=CC=1)(=O)C1C=CC=CC=1. The yield is 0.540. The reactants are [N:1]1[C:10]2[CH2:9][CH2:8][CH2:7][CH2:6][C:5]=2[N:4]=[CH:3][CH:2]=1.[Br:11]NC(=O)CCC(N)=O.C(=O)(O)[O-].[Na+]. The product is [Br:11][CH:9]1[CH2:8][CH2:7][CH2:6][C:5]2[N:4]=[CH:3][CH:2]=[N:1][C:10]1=2. (2) The reactants are Br[C:2]1[C:3]([F:21])=[C:4]([F:20])[C:5]([NH:12][C:13]2[CH:18]=[CH:17][CH:16]=[CH:15][C:14]=2[Cl:19])=[C:6]([CH:11]=1)[C:7]([O:9][CH3:10])=[O:8].C(N(CC)C(C)C)(C)C.CC1(C)C2C(=C(P(C3C=CC=CC=3)C3C=CC=CC=3)C=CC=2)OC2C(P(C3C=CC=CC=3)C3C=CC=CC=3)=CC=CC1=2.[CH2:73]([SH:80])[C:74]1[CH:79]=[CH:78][CH:77]=[CH:76][CH:75]=1. The catalyst is O1CCOCC1.C1C=CC(/C=C/C(/C=C/C2C=CC=CC=2)=O)=CC=1.C1C=CC(/C=C/C(/C=C/C2C=CC=CC=2)=O)=CC=1.C1C=CC(/C=C/C(/C=C/C2C=CC=CC=2)=O)=CC=1.[Pd].[Pd]. The product is [CH2:73]([S:80][C:2]1[C:3]([F:21])=[C:4]([F:20])[C:5]([NH:12][C:13]2[CH:18]=[CH:17][CH:16]=[CH:15][C:14]=2[Cl:19])=[C:6]([CH:11]=1)[C:7]([O:9][CH3:10])=[O:8])[C:74]1[CH:79]=[CH:78][CH:77]=[CH:76][CH:75]=1. The yield is 0.860. (3) The reactants are [CH3:1][CH:2]([CH3:6])[CH2:3][CH2:4][NH2:5].ON1C2C=CC=CC=2N=N1.[CH3:17][N:18]([CH2:28][C:29]1[CH:30]=[C:31]([C:35]2[CH:40]=[CH:39][C:38]([NH:41][C:42]3[CH:50]=[CH:49][CH:48]=[CH:47][C:43]=3[C:44](O)=[O:45])=[CH:37][CH:36]=2)[CH:32]=[CH:33][CH:34]=1)[C:19](=[O:27])[CH2:20][CH2:21][CH2:22][CH2:23][CH2:24][CH2:25][CH3:26].CCN=C=NCCCN(C)C.Cl. The catalyst is ClCCl.C(OCC)(=O)C. The product is [CH3:1][CH:2]([CH3:6])[CH2:3][CH2:4][NH:5][C:44](=[O:45])[C:43]1[CH:47]=[CH:48][CH:49]=[CH:50][C:42]=1[NH:41][C:38]1[CH:37]=[CH:36][C:35]([C:31]2[CH:32]=[CH:33][CH:34]=[C:29]([CH2:28][N:18]([CH3:17])[C:19](=[O:27])[CH2:20][CH2:21][CH2:22][CH2:23][CH2:24][CH2:25][CH3:26])[CH:30]=2)=[CH:40][CH:39]=1. The yield is 0.930. (4) The reactants are F[C:2]1[C:3]([CH3:22])=[N:4][C:5]2[C:10]([N:11]=1)=[C:9]([C:12]1[NH:20][C:19]3[CH2:18][CH2:17][NH:16][C:15](=[O:21])[C:14]=3[CH:13]=1)[CH:8]=[CH:7][CH:6]=2.[N:23]1[CH:28]=[CH:27][CH:26]=[CH:25][C:24]=1[CH:29]([NH2:31])[CH3:30].CCN(C(C)C)C(C)C. The catalyst is CN1C(=O)CCC1. The product is [CH3:22][C:3]1[C:2]([NH:31][CH:29]([C:24]2[CH:25]=[CH:26][CH:27]=[CH:28][N:23]=2)[CH3:30])=[N:11][C:10]2[C:5](=[CH:6][CH:7]=[CH:8][C:9]=2[C:12]2[NH:20][C:19]3[CH2:18][CH2:17][NH:16][C:15](=[O:21])[C:14]=3[CH:13]=2)[N:4]=1. The yield is 0.440. (5) The reactants are [N:1]1([S:7]([C:10]2[CH:15]=[CH:14][C:13]([NH2:16])=[CH:12][CH:11]=2)(=[O:9])=[O:8])[CH2:6][CH2:5][O:4][CH2:3][CH2:2]1.[Br:17][C:18]1[CH:19]=[C:20]([CH:23]=[CH:24][CH:25]=1)[CH:21]=O.[CH2:26]=[C:27]([CH3:29])[CH3:28].FC(F)(F)S([O-])(=O)=O.[Yb+3].FC(F)(F)S([O-])(=O)=O.FC(F)(F)S([O-])(=O)=O. The catalyst is C(#N)C.C(OCC)(=O)C. The product is [Br:17][C:18]1[CH:19]=[C:20]([CH:21]2[CH2:26][C:27]([CH3:29])([CH3:28])[C:12]3[C:13](=[CH:14][CH:15]=[C:10]([S:7]([N:1]4[CH2:2][CH2:3][O:4][CH2:5][CH2:6]4)(=[O:9])=[O:8])[CH:11]=3)[NH:16]2)[CH:23]=[CH:24][CH:25]=1. The yield is 0.474.